Dataset: Forward reaction prediction with 1.9M reactions from USPTO patents (1976-2016). Task: Predict the product of the given reaction. (1) The product is: [CH2:1]([C:3]1[N:14]([C:15]2[CH:20]=[CH:19][C:18]([OH:21])=[CH:17][CH:16]=2)[C:7](=[O:9])[C:6]2[C:5](=[CH:13][CH:12]=[CH:11][CH:10]=2)[N:4]=1)[CH3:2]. Given the reactants [CH2:1]([C:3]1O[C:7](=[O:9])[C:6]2[CH:10]=[CH:11][CH:12]=[CH:13][C:5]=2[N:4]=1)[CH3:2].[NH2:14][C:15]1[CH:20]=[CH:19][C:18]([OH:21])=[CH:17][CH:16]=1, predict the reaction product. (2) Given the reactants [NH:1]1[CH2:6][CH2:5][CH:4]([C:7]([NH:9][C:10]2[C:14]3[CH:15]=[CH:16][CH:17]=[CH:18][C:13]=3[O:12][C:11]=2[C:19]([NH:21][C:22]2[CH:27]=[CH:26][C:25]([Cl:28])=[CH:24][N:23]=2)=[O:20])=[O:8])[CH2:3][CH2:2]1.[C:29](Cl)(=[O:31])[CH3:30].C(N(CC)CC)C, predict the reaction product. The product is: [C:29]([N:1]1[CH2:6][CH2:5][CH:4]([C:7]([NH:9][C:10]2[C:14]3[CH:15]=[CH:16][CH:17]=[CH:18][C:13]=3[O:12][C:11]=2[C:19]([NH:21][C:22]2[CH:27]=[CH:26][C:25]([Cl:28])=[CH:24][N:23]=2)=[O:20])=[O:8])[CH2:3][CH2:2]1)(=[O:31])[CH3:30]. (3) The product is: [OH2:10].[BrH:2].[NH2:3][C@@:4]1([CH3:12])[CH2:9][CH2:8][C:7](=[O:10])[NH:6][C:5]1=[O:11]. Given the reactants O.[BrH:2].[NH2:3][C@:4]1([CH3:12])[CH2:9][CH2:8][C:7](=[O:10])[NH:6][C:5]1=[O:11], predict the reaction product. (4) Given the reactants [C:1]([OH:12])(=O)[CH:2]([C:5]1[CH:10]=[CH:9][CH:8]=[CH:7][CH:6]=1)[CH2:3][OH:4].[NH:13]1[CH2:17][CH2:16][CH2:15][CH2:14]1.C1C=NC2N(O)N=NC=2C=1.CCN=C=NCCCN(C)C.Cl, predict the reaction product. The product is: [OH:4][CH2:3][CH:2]([C:5]1[CH:6]=[CH:7][CH:8]=[CH:9][CH:10]=1)[C:1]([N:13]1[CH2:17][CH2:16][CH2:15][CH2:14]1)=[O:12].